Dataset: Catalyst prediction with 721,799 reactions and 888 catalyst types from USPTO. Task: Predict which catalyst facilitates the given reaction. Reactant: [F:1][C:2]1[CH:10]=[C:9]2[C:5]([C:6]([C:20]3[CH:30]=[CH:29][C:23]4[N:24]=[C:25]([CH:27]=[CH2:28])[O:26][C:22]=4[CH:21]=3)=[CH:7][N:8]2S(C2C=CC=CC=2)(=O)=O)=[CH:4][CH:3]=1.[OH-].[Na+].[CH3:33][C@H:34]1[CH2:39][NH:38][C@H:37]([CH3:40])[CH2:36][NH:35]1. Product: [CH3:33][C@H:34]1[CH2:39][NH:38][C@H:37]([CH3:40])[CH2:36][N:35]1[CH2:28][CH2:27][C:25]1[O:26][C:22]2[CH:21]=[C:20]([C:6]3[C:5]4[C:9](=[CH:10][C:2]([F:1])=[CH:3][CH:4]=4)[NH:8][CH:7]=3)[CH:30]=[CH:29][C:23]=2[N:24]=1. The catalyst class is: 5.